This data is from Forward reaction prediction with 1.9M reactions from USPTO patents (1976-2016). The task is: Predict the product of the given reaction. (1) Given the reactants FC(F)(F)C(O)=O.[CH:8]([C:11]1[S:12][CH:13]=[C:14]([C:16]([N:18]2[CH2:23][C:22]3([CH2:28][CH2:27][N:26]([CH2:29][CH2:30][C:31]4[CH:48]=[CH:47][C:34]([CH2:35][CH2:36][O:37][CH2:38][CH2:39][C:40]([O:42]C(C)(C)C)=[O:41])=[CH:33][CH:32]=4)[CH2:25][CH2:24]3)[O:21][CH2:20][CH2:19]2)=[O:17])[N:15]=1)([CH3:10])[CH3:9].C1(C)C=CC=CC=1, predict the reaction product. The product is: [CH:8]([C:11]1[S:12][CH:13]=[C:14]([C:16]([N:18]2[CH2:23][C:22]3([CH2:24][CH2:25][N:26]([CH2:29][CH2:30][C:31]4[CH:32]=[CH:33][C:34]([CH2:35][CH2:36][O:37][CH2:38][CH2:39][C:40]([OH:42])=[O:41])=[CH:47][CH:48]=4)[CH2:27][CH2:28]3)[O:21][CH2:20][CH2:19]2)=[O:17])[N:15]=1)([CH3:10])[CH3:9]. (2) Given the reactants Cl[C:2]1[N:23]=[CH:22][C:21]([Cl:24])=[CH:20][C:3]=1[C:4]([NH:6][C:7](=[NH:19])[CH2:8][CH2:9][CH2:10][CH2:11][C:12]1[CH:17]=[CH:16][C:15]([F:18])=[CH:14][CH:13]=1)=[O:5].CC([O-])(C)C.[K+], predict the reaction product. The product is: [Cl:24][C:21]1[CH:22]=[N:23][C:2]2[N:19]=[C:7]([CH2:8][CH2:9][CH2:10][CH2:11][C:12]3[CH:17]=[CH:16][C:15]([F:18])=[CH:14][CH:13]=3)[NH:6][C:4](=[O:5])[C:3]=2[CH:20]=1. (3) The product is: [Cl:11][C:12]1[S:13][C:14]([C:32]([N:34]([C:38]2[CH:43]=[CH:42][CH:41]=[C:40]([C:44]#[N:45])[C:39]=2[Cl:46])[CH:35]2[CH2:37][CH2:36]2)=[O:33])=[CH:15][C:16]=1[N:17]1[C:22](=[O:23])[C:21]2=[C:24]([CH2:27][OH:28])[S:25][CH:26]=[C:20]2[NH:19][C:18]1=[O:31]. Given the reactants [Cl-].[Ca+2].[Cl-].C1COCC1.[BH4-].[Na+].[Cl:11][C:12]1[S:13][C:14]([C:32]([N:34]([C:38]2[CH:43]=[CH:42][CH:41]=[C:40]([C:44]#[N:45])[C:39]=2[Cl:46])[CH:35]2[CH2:37][CH2:36]2)=[O:33])=[CH:15][C:16]=1[N:17]1[C:22](=[O:23])[C:21]2=[C:24]([C:27](OC)=[O:28])[S:25][CH:26]=[C:20]2[NH:19][C:18]1=[O:31], predict the reaction product. (4) Given the reactants [CH:1]1([CH:7]([O:9][C:10]2[CH:11]=[CH:12][C:13]3[CH2:14][N:15](C(OC(C)(C)C)=O)[CH2:16][CH2:17][O:18][C:19]=3[N:20]=2)[CH3:8])[CH2:6][CH2:5][CH2:4][CH2:3][CH2:2]1.[ClH:28].C(OCC)(=O)C, predict the reaction product. The product is: [ClH:28].[CH:1]1([CH:7]([O:9][C:10]2[CH:11]=[CH:12][C:13]3[CH2:14][NH:15][CH2:16][CH2:17][O:18][C:19]=3[N:20]=2)[CH3:8])[CH2:6][CH2:5][CH2:4][CH2:3][CH2:2]1. (5) Given the reactants Cl[C:2]1[N:7]=[C:6]2[S:8][CH:9]=[C:10]([C:11]3[CH:16]=[CH:15][CH:14]=[CH:13][CH:12]=3)[C:5]2=[C:4]([NH:17][CH2:18][C:19]2[CH:24]=[CH:23][CH:22]=[CH:21][N:20]=2)[CH:3]=1.[CH2:25]([CH2:27][NH2:28])[OH:26], predict the reaction product. The product is: [C:11]1([C:10]2[C:5]3[C:6](=[N:7][C:2]([NH:28][CH2:27][CH2:25][OH:26])=[CH:3][C:4]=3[NH:17][CH2:18][C:19]3[CH:24]=[CH:23][CH:22]=[CH:21][N:20]=3)[S:8][CH:9]=2)[CH:16]=[CH:15][CH:14]=[CH:13][CH:12]=1. (6) Given the reactants Br[C:2]1[N:7]=[C:6]([O:8][C:9]2[CH:10]=[CH:11][C:12]3[O:17][CH2:16][CH2:15][N:14]([C:18]4[S:19][C:20]5[C:21](=[O:29])[NH:22][C:23]([CH3:28])([CH3:27])[CH2:24][C:25]=5[N:26]=4)[C:13]=3[CH:30]=2)[CH:5]=[CH:4][CH:3]=1.[NH:31]1[CH2:35][CH2:34][CH2:33][CH2:32]1.CC(C)([O-])C.[Na+], predict the reaction product. The product is: [CH3:27][C:23]1([CH3:28])[NH:22][C:21](=[O:29])[C:20]2[S:19][C:18]([N:14]3[C:13]4[CH:30]=[C:9]([O:8][C:6]5[CH:5]=[CH:4][CH:3]=[C:2]([N:31]6[CH2:35][CH2:34][CH2:33][CH2:32]6)[N:7]=5)[CH:10]=[CH:11][C:12]=4[O:17][CH2:16][CH2:15]3)=[N:26][C:25]=2[CH2:24]1.